Dataset: Full USPTO retrosynthesis dataset with 1.9M reactions from patents (1976-2016). Task: Predict the reactants needed to synthesize the given product. Given the product [Br:13][C:5]1[CH:6]=[C:7]([CH:11]=[CH:12][C:4]=1[CH:2]([NH:1][C:23]([O:22][C:19]([CH3:21])([CH3:20])[CH3:18])=[O:24])[CH3:3])[C:8]([OH:10])=[O:9], predict the reactants needed to synthesize it. The reactants are: [NH2:1][CH:2]([C:4]1[CH:12]=[CH:11][C:7]([C:8]([OH:10])=[O:9])=[CH:6][C:5]=1[Br:13])[CH3:3].CC(C)=O.[CH3:18][C:19]([O:22][C:23](O[C:23]([O:22][C:19]([CH3:21])([CH3:20])[CH3:18])=[O:24])=[O:24])([CH3:21])[CH3:20].